This data is from Reaction yield outcomes from USPTO patents with 853,638 reactions. The task is: Predict the reaction yield, written as a fraction of the theoretical maximum amount of product (1.0 means a 100% yield; for example, 0.34 means a 34% yield). (1) The reactants are FC(F)(F)C([O-])=O.[C:8]([CH2:11][S:12][C:13]([C:15]1[CH:16]=[CH:17][C:18]([O:34][CH3:35])=[C:19]([N:21]([CH2:26][CH2:27][NH+:28]2[CH2:33][CH2:32][O:31][CH2:30][CH2:29]2)[S:22]([CH3:25])(=[O:24])=[O:23])[CH:20]=1)=[O:14])([OH:10])=[O:9].[Cl:36][C:37]1[CH:38]=[N+:39]([O-:62])[CH:40]=[C:41]([Cl:61])[C:42]=1[CH2:43][C@@H:44]([C:46]1[CH:51]=[CH:50][C:49]([O:52][CH:53]([F:55])[F:54])=[C:48]([O:56][CH2:57][CH:58]2[CH2:60][CH2:59]2)[CH:47]=1)O.C(Cl)CCl. The catalyst is C(Cl)Cl.CN(C1C=CN=CC=1)C. The product is [ClH:36].[Cl:36][C:37]1[CH:38]=[N+:39]([O-:62])[CH:40]=[C:41]([Cl:61])[C:42]=1[CH2:43][C@@H:44]([C:46]1[CH:51]=[CH:50][C:49]([O:52][CH:53]([F:55])[F:54])=[C:48]([O:56][CH2:57][CH:58]2[CH2:60][CH2:59]2)[CH:47]=1)[O:9][C:8](=[O:10])[CH2:11][S:12][C:13](=[O:14])[C:15]1[CH:16]=[CH:17][C:18]([O:34][CH3:35])=[C:19]([N:21]([CH2:26][CH2:27][N:28]2[CH2:33][CH2:32][O:31][CH2:30][CH2:29]2)[S:22]([CH3:25])(=[O:24])=[O:23])[CH:20]=1. The yield is 0.433. (2) The reactants are [Cl:1][C:2]1[N:7]=[CH:6][C:5]([O:8][CH2:9][CH:10]2[CH2:15][CH2:14][N:13](C(OC(C)(C)C)=O)[CH2:12][CH2:11]2)=[CH:4][CH:3]=1.Cl.O1CCOCC1. The catalyst is C(Cl)Cl. The product is [ClH:1].[Cl:1][C:2]1[CH:3]=[CH:4][C:5]([O:8][CH2:9][CH:10]2[CH2:15][CH2:14][NH:13][CH2:12][CH2:11]2)=[CH:6][N:7]=1. The yield is 0.770. (3) The reactants are [F:1][C:2]1[CH:7]=[CH:6][C:5]([CH2:8][C:9]2[CH:10]=[C:11]([NH:20][CH2:21][CH:22]([CH3:24])[CH3:23])[C:12]([C:15]([O:17][CH2:18][CH3:19])=[O:16])=[N:13][CH:14]=2)=[CH:4][CH:3]=1.FC1C=CC(CC2C=C(NC=C(C)C)C(C(OCC)=O)=NC=2)=CC=1.Cl[C:50](=[O:57])[CH2:51][C:52]([O:54][CH2:55][CH3:56])=[O:53].C(=O)(O)[O-].[Na+]. The catalyst is ClCCCl.ClCCl. The product is [CH2:55]([O:54][C:52](=[O:53])[CH2:51][C:50]([N:20]([CH2:21][CH:22]([CH3:23])[CH3:24])[C:11]1[C:12]([C:15]([O:17][CH2:18][CH3:19])=[O:16])=[N:13][CH:14]=[C:9]([CH2:8][C:5]2[CH:4]=[CH:3][C:2]([F:1])=[CH:7][CH:6]=2)[CH:10]=1)=[O:57])[CH3:56]. The yield is 0.550. (4) The reactants are [CH2:1]([O:3][C:4]([C:6]1[CH:7]=[C:8]2[C:13](=[CH:14][CH:15]=1)[NH:12][CH:11]([C:16]1[CH:21]=[CH:20][CH:19]=[C:18]([C:22]([O:24]C)=[O:23])[CH:17]=1)[CH2:10][C:9]2([CH3:27])[CH3:26])=[O:5])[CH3:2].Cl. The catalyst is O1CCCC1.[OH-].[Li+].O.C(OCC)(=O)C. The product is [CH2:1]([O:3][C:4]([C:6]1[CH:7]=[C:8]2[C:13](=[CH:14][CH:15]=1)[NH:12][CH:11]([C:16]1[CH:21]=[CH:20][CH:19]=[C:18]([C:22]([OH:24])=[O:23])[CH:17]=1)[CH2:10][C:9]2([CH3:26])[CH3:27])=[O:5])[CH3:2]. The yield is 0.500.